From a dataset of NCI-60 drug combinations with 297,098 pairs across 59 cell lines. Regression. Given two drug SMILES strings and cell line genomic features, predict the synergy score measuring deviation from expected non-interaction effect. Drug 1: CC(C)NC(=O)C1=CC=C(C=C1)CNNC.Cl. Drug 2: C1C(C(OC1N2C=NC3=C2NC=NCC3O)CO)O. Cell line: NCI-H460. Synergy scores: CSS=1.48, Synergy_ZIP=-1.30, Synergy_Bliss=-2.33, Synergy_Loewe=-0.443, Synergy_HSA=-1.38.